Dataset: Full USPTO retrosynthesis dataset with 1.9M reactions from patents (1976-2016). Task: Predict the reactants needed to synthesize the given product. Given the product [F:1][C:2]1[C:3]([OH:14])=[C:4]([C:11]([NH:27][C:28]2[S:29][CH:30]=[C:31]([CH3:33])[N:32]=2)=[O:13])[C:5](=[O:10])[N:6]([CH3:9])[C:7]=1[CH3:8], predict the reactants needed to synthesize it. The reactants are: [F:1][C:2]1[C:3]([OH:14])=[C:4]([C:11]([OH:13])=O)[C:5](=[O:10])[N:6]([CH3:9])[C:7]=1[CH3:8].C(N1C=CN=C1)(N1C=CN=C1)=O.[NH2:27][C:28]1[S:29][CH:30]=[C:31]([CH3:33])[N:32]=1.